This data is from Catalyst prediction with 721,799 reactions and 888 catalyst types from USPTO. The task is: Predict which catalyst facilitates the given reaction. (1) Reactant: [C-:1]#[N:2].[K+].[Br:4][C:5]1[C:6](F)=[N:7][CH:8]=[C:9]([CH3:11])[CH:10]=1.O. Product: [Br:4][C:5]1[C:6]([C:1]#[N:2])=[N:7][CH:8]=[C:9]([CH3:11])[CH:10]=1. The catalyst class is: 16. (2) Reactant: F[C:2]1[C:7]([C:8]2[N:13]=[C:12]([CH3:14])[N:11]=[C:10]([N:15]([CH2:25][C:26]3[CH:31]=[CH:30][C:29]([O:32][CH3:33])=[CH:28][CH:27]=3)[CH2:16][C:17]3[CH:22]=[CH:21][C:20]([O:23][CH3:24])=[CH:19][CH:18]=3)[N:9]=2)=[CH:6][C:5]([CH:34]([C:36]2[CH:41]=[CH:40][C:39]([S:42]([CH3:45])(=[O:44])=[O:43])=[CH:38][CH:37]=2)[CH3:35])=[CH:4][N:3]=1.[NH2:46][C:47]1[CH:48]=[CH:49][C:50]([O:53][CH3:54])=[N:51][CH:52]=1.C[Si]([N-][Si](C)(C)C)(C)C.[Li+]. Product: [CH3:24][O:23][C:20]1[CH:21]=[CH:22][C:17]([CH2:16][N:15]([CH2:25][C:26]2[CH:31]=[CH:30][C:29]([O:32][CH3:33])=[CH:28][CH:27]=2)[C:10]2[N:9]=[C:8]([C:7]3[C:2]([NH:46][C:47]4[CH:52]=[N:51][C:50]([O:53][CH3:54])=[CH:49][CH:48]=4)=[N:3][CH:4]=[C:5]([CH:34]([C:36]4[CH:41]=[CH:40][C:39]([S:42]([CH3:45])(=[O:43])=[O:44])=[CH:38][CH:37]=4)[CH3:35])[CH:6]=3)[N:13]=[C:12]([CH3:14])[N:11]=2)=[CH:18][CH:19]=1. The catalyst class is: 76. (3) Reactant: FC(F)(F)C([O-])=O.[CH:8]1([C:14]2[C:15]3[CH:16]=[CH:17][C:18]([C:36](O)=[O:37])=[CH:19][C:20]=3[N:21]3[CH2:28][CH2:27][N:26]([CH3:29])[CH2:25][C:24]4[CH:30]=[C:31]([O:34][CH3:35])[CH:32]=[CH:33][C:23]=4[C:22]=23)[CH2:13][CH2:12][CH2:11][CH2:10][CH2:9]1.CCN=C=NCCCN(C)C.Cl.[CH3:51][N:52]([CH3:57])[S:53]([NH2:56])(=[O:55])=[O:54]. Product: [CH:8]1([C:14]2[C:15]3[CH:16]=[CH:17][C:18]([C:36]([NH:56][S:53]([N:52]([CH3:57])[CH3:51])(=[O:55])=[O:54])=[O:37])=[CH:19][C:20]=3[N:21]3[CH2:28][CH2:27][N:26]([CH3:29])[CH2:25][C:24]4[CH:30]=[C:31]([O:34][CH3:35])[CH:32]=[CH:33][C:23]=4[C:22]=23)[CH2:9][CH2:10][CH2:11][CH2:12][CH2:13]1. The catalyst class is: 79. (4) Reactant: [CH2:1]([NH:6][C:7]1[S:8][CH:9]=[CH:10][CH:11]=1)[CH2:2][CH2:3][CH2:4][CH3:5].[C:12](Cl)(=[O:16])[C:13](Cl)=[O:14]. Product: [CH2:1]([N:6]1[C:13](=[O:14])[C:12](=[O:16])[C:11]2[CH:10]=[CH:9][S:8][C:7]1=2)[CH2:2][CH2:3][CH2:4][CH3:5]. The catalyst class is: 22. (5) Reactant: [C:1]([O:5][C:6](=[O:21])[CH2:7][CH2:8][NH:9][CH2:10][C:11]1[CH:16]=[CH:15][C:14]([C:17]([CH3:20])([CH3:19])[CH3:18])=[CH:13][CH:12]=1)([CH3:4])([CH3:3])[CH3:2].[NH:22]1[C:30]2[C:25](=[CH:26][CH:27]=[CH:28][C:29]=2[C:31](O)=[O:32])[CH:24]=[CH:23]1.CCN=C=NCCCN(C)C.Cl. Product: [C:1]([O:5][C:6](=[O:21])[CH2:7][CH2:8][N:9]([CH2:10][C:11]1[CH:12]=[CH:13][C:14]([C:17]([CH3:20])([CH3:19])[CH3:18])=[CH:15][CH:16]=1)[C:31]([C:29]1[CH:28]=[CH:27][CH:26]=[C:25]2[C:30]=1[NH:22][CH:23]=[CH:24]2)=[O:32])([CH3:3])([CH3:4])[CH3:2]. The catalyst class is: 2.